Predict the reactants needed to synthesize the given product. From a dataset of Full USPTO retrosynthesis dataset with 1.9M reactions from patents (1976-2016). (1) Given the product [Cl:18][C:15]1[CH:16]=[CH:17][C:12]([C:10]2[C:9]3[C:4](=[CH:5][CH:6]=[CH:7][CH:8]=3)[C:3](=[O:19])[N:2]([NH:1][C:27](=[O:28])[CH2:26][C:20]3[CH:25]=[CH:24][CH:23]=[CH:22][CH:21]=3)[N:11]=2)=[CH:13][CH:14]=1, predict the reactants needed to synthesize it. The reactants are: [NH2:1][N:2]1[N:11]=[C:10]([C:12]2[CH:17]=[CH:16][C:15]([Cl:18])=[CH:14][CH:13]=2)[C:9]2[C:4](=[CH:5][CH:6]=[CH:7][CH:8]=2)[C:3]1=[O:19].[C:20]1([CH2:26][C:27](Cl)=[O:28])[CH:25]=[CH:24][CH:23]=[CH:22][CH:21]=1. (2) The reactants are: [CH3:1][C@H:2]1[CH2:7][O:6][CH2:5][CH2:4][N:3]1[CH2:8][C@H:9]1[CH2:14][N:13](C(OC(C)(C)C)=O)[CH2:12][CH2:11][N:10]1C(OC(C)(C)C)=O.[ClH:29]. Given the product [ClH:29].[ClH:29].[ClH:29].[CH3:1][C@H:2]1[CH2:7][O:6][CH2:5][CH2:4][N:3]1[CH2:8][C@H:9]1[CH2:14][NH:13][CH2:12][CH2:11][NH:10]1, predict the reactants needed to synthesize it. (3) Given the product [CH3:1][N:2]1[CH:6]=[C:5]([CH2:7][NH:8][CH2:16][C:17]([O:19][CH2:20][C:21]2[CH:26]=[CH:25][CH:24]=[CH:23][CH:22]=2)=[O:18])[N:4]=[CH:3]1, predict the reactants needed to synthesize it. The reactants are: [CH3:1][N:2]1[CH:6]=[C:5]([CH2:7][NH2:8])[N:4]=[CH:3]1.C(=O)([O-])[O-].[K+].[K+].Br[CH2:16][C:17]([O:19][CH2:20][C:21]1[CH:26]=[CH:25][CH:24]=[CH:23][CH:22]=1)=[O:18]. (4) Given the product [CH3:10][O:9][C:7]1[CH:6]=[C:5]([C:11]2[C:19]3[C:14](=[N:15][C:16]([O:21][CH2:22][C:23]([NH:55][C@H:53]([C:50]4[CH:51]=[CH:52][C:47]([O:46][CH3:45])=[CH:48][CH:49]=4)[CH3:54])=[O:24])=[CH:17][C:18]=3[CH3:20])[N:13]([CH3:26])[N:12]=2)[CH:4]=[C:3]([O:2][CH3:1])[CH:8]=1, predict the reactants needed to synthesize it. The reactants are: [CH3:1][O:2][C:3]1[CH:4]=[C:5]([C:11]2[C:19]3[C:14](=[N:15][C:16]([O:21][CH2:22][C:23](O)=[O:24])=[CH:17][C:18]=3[CH3:20])[N:13]([CH3:26])[N:12]=2)[CH:6]=[C:7]([O:9][CH3:10])[CH:8]=1.C1C=CC2N(O)N=NC=2C=1.Cl.CCN(CC)CC.[CH3:45][O:46][C:47]1[CH:52]=[CH:51][C:50]([C@@H:53]([NH2:55])[CH3:54])=[CH:49][CH:48]=1. (5) Given the product [N:1]1([C:8]2[CH:13]=[CH:12][C:11]([NH2:14])=[CH:10][CH:9]=2)[CH2:6][CH2:5][O:4][CH2:3][C:2]1=[O:7], predict the reactants needed to synthesize it. The reactants are: [N:1]1([C:8]2[CH:13]=[CH:12][C:11]([N+:14]([O-])=O)=[CH:10][CH:9]=2)[CH2:6][CH2:5][O:4][CH2:3][C:2]1=[O:7]. (6) Given the product [NH2:8][C:4]1[CH:5]=[CH:6][CH:7]=[C:2]([F:1])[C:3]=1[OH:11], predict the reactants needed to synthesize it. The reactants are: [F:1][C:2]1[CH:7]=[CH:6][CH:5]=[C:4]([N+:8]([O-])=O)[C:3]=1[OH:11].C([O-])=O.[NH4+].